This data is from Full USPTO retrosynthesis dataset with 1.9M reactions from patents (1976-2016). The task is: Predict the reactants needed to synthesize the given product. (1) Given the product [C:1]([O:5][C:6]([N:8]([CH2:12][C:13]1[CH:22]=[CH:21][C:16]([C:17]([OH:19])=[O:18])=[CH:15][CH:14]=1)[CH:9]([CH3:11])[CH3:10])=[O:7])([CH3:3])([CH3:4])[CH3:2], predict the reactants needed to synthesize it. The reactants are: [C:1]([O:5][C:6]([N:8]([CH2:12][C:13]1[CH:22]=[CH:21][C:16]([C:17]([O:19]C)=[O:18])=[CH:15][CH:14]=1)[CH:9]([CH3:11])[CH3:10])=[O:7])([CH3:4])([CH3:3])[CH3:2].[OH-].[Na+]. (2) Given the product [CH3:1][C:2]1[N:3]([CH2:44][C:43]([F:47])([F:46])[F:42])[C:4](=[O:35])[C:5]2[C:10]([C:11]3[CH:12]=[CH:13][CH:14]=[CH:15][CH:16]=3)=[C:9]([C:17]3[CH:22]=[CH:21][C:20]([C:23]4([NH:27][C:28](=[O:34])[O:29][C:30]([CH3:31])([CH3:33])[CH3:32])[CH2:24][CH2:25][CH2:26]4)=[CH:19][CH:18]=3)[O:8][C:6]=2[N:7]=1, predict the reactants needed to synthesize it. The reactants are: [CH3:1][C:2]1[NH:3][C:4](=[O:35])[C:5]2[C:10]([C:11]3[CH:16]=[CH:15][CH:14]=[CH:13][CH:12]=3)=[C:9]([C:17]3[CH:22]=[CH:21][C:20]([C:23]4([NH:27][C:28](=[O:34])[O:29][C:30]([CH3:33])([CH3:32])[CH3:31])[CH2:26][CH2:25][CH2:24]4)=[CH:19][CH:18]=3)[O:8][C:6]=2[N:7]=1.C([O-])([O-])=O.[Cs+].[Cs+].[F:42][C:43]([F:47])([F:46])[CH2:44]I. (3) Given the product [F:14][C:3]1[CH:4]=[C:5]([C:8]2[CH:13]=[CH:12][N:11]=[CH:10][CH:9]=2)[CH:6]=[CH:7][C:2]=1[N:16]1[CH2:21][CH2:20][CH2:19][C@H:18]([C:22]([O:24][CH2:25][CH3:26])=[O:23])[CH2:17]1, predict the reactants needed to synthesize it. The reactants are: Br[C:2]1[CH:7]=[CH:6][C:5]([C:8]2[CH:13]=[CH:12][N:11]=[CH:10][CH:9]=2)=[CH:4][C:3]=1[F:14].Cl.[NH:16]1[CH2:21][CH2:20][CH2:19][C@H:18]([C:22]([O:24][CH2:25][CH3:26])=[O:23])[CH2:17]1.CC(C)([O-])C.[Na+].C(P(C(C)(C)C)C1C=CC=CC=1C1C=CC=CC=1)(C)(C)C.O1CCOCC1. (4) The reactants are: [Si](C=[N+]=[N-])(C)(C)[CH3:2].[C:8]([OH:16])(=[O:15])[CH2:9][CH2:10][CH2:11][C:12]([OH:14])=[O:13]. Given the product [CH3:2][O:13][C:12](=[O:14])[CH2:11][CH2:10][CH2:9][C:8]([OH:16])=[O:15], predict the reactants needed to synthesize it. (5) Given the product [O:1]1[C:5]2([CH2:6][CH2:7][N:8]([C:11]3[CH:16]=[CH:15][C:14]([N:17]4[CH2:21][C@H:20]([CH2:22][O:23][C:27]5[CH:31]=[CH:30][O:29][N:28]=5)[O:19][C:18]4=[O:24])=[CH:13][C:12]=3[F:25])[CH2:9][CH2:10]2)[O:4][CH2:3][CH2:2]1, predict the reactants needed to synthesize it. The reactants are: [O:1]1[C:5]2([CH2:10][CH2:9][N:8]([C:11]3[CH:16]=[CH:15][C:14]([N:17]4[CH2:21][C@H:20]([CH2:22][OH:23])[O:19][C:18]4=[O:24])=[CH:13][C:12]=3[F:25])[CH2:7][CH2:6]2)[O:4][CH2:3][CH2:2]1.O[C:27]1[CH:31]=[CH:30][O:29][N:28]=1.C1(P(C2C=CC=CC=2)C2C=CC=CC=2)C=CC=CC=1.CC(OC(/N=N/C(OC(C)C)=O)=O)C. (6) Given the product [C:1]([O:5][C:6](=[O:20])[NH:7][C:8]1[CH:13]=[C:12]([Cl:14])[C:11]([C:15]([F:17])([F:18])[F:16])=[CH:10][C:9]=1[NH:19][C:26](=[O:25])[CH2:27][C:28]([C:30]1[CH:35]=[CH:34][CH:33]=[C:32]([N:36]2[CH:40]=[CH:39][N:38]=[CH:37]2)[CH:31]=1)=[O:29])([CH3:4])([CH3:2])[CH3:3], predict the reactants needed to synthesize it. The reactants are: [C:1]([O:5][C:6](=[O:20])[NH:7][C:8]1[CH:13]=[C:12]([Cl:14])[C:11]([C:15]([F:18])([F:17])[F:16])=[CH:10][C:9]=1[NH2:19])([CH3:4])([CH3:3])[CH3:2].C([O:25][C:26](=O)[CH2:27][C:28]([C:30]1[CH:35]=[CH:34][CH:33]=[C:32]([N:36]2[CH:40]=[CH:39][N:38]=[CH:37]2)[CH:31]=1)=[O:29])(C)(C)C. (7) The reactants are: Br[CH2:2][C:3]([N:5]([CH:17]1[CH2:22][CH2:21][N:20]([C:23]([O:25][CH2:26][C:27]2[CH:32]=[CH:31][CH:30]=[CH:29][CH:28]=2)=[O:24])[CH2:19][CH2:18]1)[C@H:6]1[C@H:15]([OH:16])[CH2:14][CH2:13][C:8]2([O:12][CH2:11][CH2:10][O:9]2)[CH2:7]1)=[O:4].CC([O-])(C)C.[K+]. Given the product [O:4]=[C:3]1[CH2:2][O:16][C@@H:15]2[CH2:14][CH2:13][C:8]3([CH2:7][C@H:6]2[N:5]1[CH:17]1[CH2:22][CH2:21][N:20]([C:23]([O:25][CH2:26][C:27]2[CH:32]=[CH:31][CH:30]=[CH:29][CH:28]=2)=[O:24])[CH2:19][CH2:18]1)[O:12][CH2:11][CH2:10][O:9]3, predict the reactants needed to synthesize it.